From a dataset of Reaction yield outcomes from USPTO patents with 853,638 reactions. Predict the reaction yield, written as a fraction of the theoretical maximum amount of product (1.0 means a 100% yield; for example, 0.34 means a 34% yield). The reactants are [C:1]([O:5][C:6](=[O:33])[CH2:7][N:8]([C:23]1[CH:28]=[C:27]([C:29]([NH2:31])=[O:30])[CH:26]=[CH:25][C:24]=1[CH3:32])[CH2:9][C:10]([N:12]([N:14]1[CH2:22][C:21]2[C:16](=[CH:17][CH:18]=[CH:19][CH:20]=2)[CH2:15]1)[CH3:13])=[O:11])([CH3:4])([CH3:3])[CH3:2].C(O)(=O)C.Cl.NO.[OH-].[Na+].CO[CH:45](OC)[N:46](C)C. The yield is 0.520. The product is [C:1]([O:5][C:6](=[O:33])[CH2:7][N:8]([CH2:9][C:10]([N:12]([N:14]1[CH2:15][C:16]2[C:21](=[CH:20][CH:19]=[CH:18][CH:17]=2)[CH2:22]1)[CH3:13])=[O:11])[C:23]1[CH:28]=[C:27]([C:29]2[O:30][N:46]=[CH:45][N:31]=2)[CH:26]=[CH:25][C:24]=1[CH3:32])([CH3:4])([CH3:3])[CH3:2]. No catalyst specified.